From a dataset of Peptide-MHC class II binding affinity with 134,281 pairs from IEDB. Regression. Given a peptide amino acid sequence and an MHC pseudo amino acid sequence, predict their binding affinity value. This is MHC class II binding data. (1) The peptide sequence is SPAIFQSSMTKILEP. The MHC is DRB1_1302 with pseudo-sequence DRB1_1302. The binding affinity (normalized) is 0.763. (2) The peptide sequence is SKGGMRNVFDEVIPT. The MHC is DRB3_0101 with pseudo-sequence DRB3_0101. The binding affinity (normalized) is 0.239. (3) The peptide sequence is AEGGKATTEEQKLIE. The MHC is HLA-DPA10103-DPB10401 with pseudo-sequence HLA-DPA10103-DPB10401. The binding affinity (normalized) is 0.0645. (4) The peptide sequence is YFRNEQSIPPLIQKY. The MHC is HLA-DPA10103-DPB10401 with pseudo-sequence HLA-DPA10103-DPB10401. The binding affinity (normalized) is 0.286. (5) The peptide sequence is HAPAAPANPGLIIGALAGST. The MHC is DRB1_0301 with pseudo-sequence DRB1_0301. The binding affinity (normalized) is 0. (6) The peptide sequence is VCKHTYVDRGWGNGC. The MHC is DRB5_0101 with pseudo-sequence DRB5_0101. The binding affinity (normalized) is 0.229. (7) The peptide sequence is FQDLELSWNLNGLQAY. The MHC is DRB1_0802 with pseudo-sequence DRB1_0802. The binding affinity (normalized) is 0.336.